Dataset: Full USPTO retrosynthesis dataset with 1.9M reactions from patents (1976-2016). Task: Predict the reactants needed to synthesize the given product. (1) Given the product [CH2:1]([O:8][CH2:9][CH2:10][CH2:11][C@H:12]([N:21]1[C:25]([CH:36]2[CH2:38][CH2:37]2)=[C:24]([CH:27]2[CH2:30][CH:29]([CH2:31][C:32]([CH3:35])([CH3:34])[CH3:33])[CH2:28]2)[N:23]=[N:22]1)[CH2:13][C:14]([O:16][C:17]([CH3:20])([CH3:19])[CH3:18])=[O:15])[C:2]1[CH:7]=[CH:6][CH:5]=[CH:4][CH:3]=1, predict the reactants needed to synthesize it. The reactants are: [CH2:1]([O:8][CH2:9][CH2:10][CH2:11][C@H:12]([N:21]1[C:25](I)=[C:24]([CH:27]2[CH2:30][CH:29]([CH2:31][C:32]([CH3:35])([CH3:34])[CH3:33])[CH2:28]2)[N:23]=[N:22]1)[CH2:13][C:14]([O:16][C:17]([CH3:20])([CH3:19])[CH3:18])=[O:15])[C:2]1[CH:7]=[CH:6][CH:5]=[CH:4][CH:3]=1.[CH:36]1(B2OC(C)(C)C(C)(C)O2)[CH2:38][CH2:37]1.[F-].[Cs+]. (2) Given the product [CH:21]1([C:13]2[CH:12]=[C:11]([C:9](=[O:10])[C:8]([C:4]3[CH:5]=[CH:6][CH:7]=[C:2]([C:29]#[C:28][CH2:27][CH2:26][CH2:25][OH:30])[CH:3]=3)=[O:24])[CH:16]=[CH:15][C:14]=2[O:17][CH:18]([F:20])[F:19])[CH2:23][CH2:22]1, predict the reactants needed to synthesize it. The reactants are: Br[C:2]1[CH:3]=[C:4]([C:8](=[O:24])[C:9]([C:11]2[CH:16]=[CH:15][C:14]([O:17][CH:18]([F:20])[F:19])=[C:13]([CH:21]3[CH2:23][CH2:22]3)[CH:12]=2)=[O:10])[CH:5]=[CH:6][CH:7]=1.[CH2:25]([OH:30])[CH2:26][CH2:27][C:28]#[CH:29].[Al]. (3) Given the product [Cl:16][C:13]1[CH:14]=[CH:15][C:10]([CH2:9][CH2:8][N:6]([CH2:5][C:4]([OH:20])=[O:3])[CH3:7])=[C:11]([N+:17]([O-:19])=[O:18])[CH:12]=1, predict the reactants needed to synthesize it. The reactants are: C([O:3][C:4](=[O:20])[CH2:5][N:6]([CH2:8][CH2:9][C:10]1[CH:15]=[CH:14][C:13]([Cl:16])=[CH:12][C:11]=1[N+:17]([O-:19])=[O:18])[CH3:7])C. (4) Given the product [Si:15]([O:9][CH2:1][CH2:2][CH2:3][CH2:4][CH2:5][CH:6]([OH:8])[CH3:7])([C:18]([CH3:21])([CH3:20])[CH3:19])([CH3:17])[CH3:16], predict the reactants needed to synthesize it. The reactants are: [CH2:1]([OH:9])[CH2:2][CH2:3][CH2:4][CH2:5][CH:6]([OH:8])[CH3:7].N1C=CN=C1.[Si:15](Cl)([C:18]([CH3:21])([CH3:20])[CH3:19])([CH3:17])[CH3:16].C([O-])(O)=O.[Na+]. (5) Given the product [CH3:1][O:2][C:3]1[CH:22]=[CH:21][C:6]([CH2:7][N:8]2[CH:16]=[C:15]3[C:10]([CH:11]([CH2:18][CH2:19][CH3:20])[CH2:12][C:13]4[S:54][C:53]([NH:52][C:48]5[N:47]=[C:46]([CH3:45])[CH:51]=[CH:50][N:49]=5)=[N:55][C:14]=43)=[N:9]2)=[CH:5][CH:4]=1, predict the reactants needed to synthesize it. The reactants are: [CH3:1][O:2][C:3]1[CH:22]=[CH:21][C:6]([CH2:7][N:8]2[CH:16]=[C:15]3[C:10]([CH:11]([CH2:18][CH2:19][CH3:20])[CH2:12][CH2:13][C:14]3=O)=[N:9]2)=[CH:5][CH:4]=1.COC1C=CC(CN2C=C3C(CCC(CCC)C3=O)=N2)=CC=1.[CH3:45][C:46]1[CH:51]=[CH:50][N:49]=[C:48]([NH:52][C:53]([NH2:55])=[S:54])[N:47]=1.CCO. (6) Given the product [CH2:1]([O:8][N:9]1[C:18]2[C:13](=[CH:14][CH:15]=[CH:16][N:17]=2)[CH:12]=[C:11]([C:27]([O:29][CH3:30])=[O:28])[C:10]1=[O:31])[C:2]1[CH:7]=[CH:6][CH:5]=[CH:4][CH:3]=1, predict the reactants needed to synthesize it. The reactants are: [CH2:1]([O:8][N:9]1[C:18]2[C:13](=[CH:14][CH:15]=[CH:16][N:17]=2)[C:12](OS(C(F)(F)F)(=O)=O)=[C:11]([C:27]([O:29][CH3:30])=[O:28])[C:10]1=[O:31])[C:2]1[CH:7]=[CH:6][CH:5]=[CH:4][CH:3]=1.C(N(CC)CC)C.C([SiH](C(C)C)C(C)C)(C)C.